Dataset: Reaction yield outcomes from USPTO patents with 853,638 reactions. Task: Predict the reaction yield, written as a fraction of the theoretical maximum amount of product (1.0 means a 100% yield; for example, 0.34 means a 34% yield). (1) The reactants are [C:1]([NH:5][S:6]([C:9]1[C:18]2[C:13](=[CH:14][CH:15]=[CH:16][CH:17]=2)[C:12]([C:19]2[S:23][C:22]([C:24]([OH:26])=O)=[CH:21][C:20]=2[CH2:27][CH:28]2[CH2:33][CH2:32][CH2:31][CH2:30][CH2:29]2)=[CH:11][CH:10]=1)(=[O:8])=[O:7])([CH3:4])([CH3:3])[CH3:2].Cl.[NH2:35][C@H:36]1[CH2:39][C@H:38]([C:40]([OH:42])=[O:41])[CH2:37]1.CN(C(ON1N=NC2C=CC=NC1=2)=[N+](C)C)C.F[P-](F)(F)(F)(F)F.CCN(C(C)C)C(C)C.Cl. The catalyst is CN(C=O)C.O. The product is [C:1]([NH:5][S:6]([C:9]1[C:18]2[C:13](=[CH:14][CH:15]=[CH:16][CH:17]=2)[C:12]([C:19]2[S:23][C:22]([C:24]([NH:35][C@H:36]3[CH2:39][C@H:38]([C:40]([OH:42])=[O:41])[CH2:37]3)=[O:26])=[CH:21][C:20]=2[CH2:27][CH:28]2[CH2:33][CH2:32][CH2:31][CH2:30][CH2:29]2)=[CH:11][CH:10]=1)(=[O:7])=[O:8])([CH3:3])([CH3:2])[CH3:4]. The yield is 0.210. (2) The reactants are Br[CH2:2][CH2:3][C:4]#[C:5][Si:6]([CH3:9])([CH3:8])[CH3:7].[NH:10]1[C:18]2[C:13](=[CH:14][CH:15]=[CH:16][CH:17]=2)[CH:12]=[N:11]1.C([O-])([O-])=O.[K+].[K+].C[Si](C)(C)C#CCCN1C2C(=CC=CC=2)C=N1. The catalyst is CC(C)=O.O. The product is [CH3:7][Si:6]([CH3:9])([CH3:8])[C:5]#[C:4][CH2:3][CH2:2][N:11]1[CH:12]=[C:13]2[C:18]([CH:17]=[CH:16][CH:15]=[CH:14]2)=[N:10]1. The yield is 0.620.